From a dataset of hERG Central: cardiac toxicity at 1µM, 10µM, and general inhibition. Predict hERG channel inhibition at various concentrations. (1) Results: hERG_inhib (hERG inhibition (general)): blocker. The molecule is O=C(CSc1ccc2nnc(-c3ccccc3)n2n1)N1CCCCC1. (2) The molecule is CN(CC(=O)Nc1ccc(F)cc1)C(=O)COC(=O)C1CCN(c2ccc(C(F)(F)F)cn2)CC1. Results: hERG_inhib (hERG inhibition (general)): blocker. (3) The compound is NC(=O)NC(=O)C(c1ccccc1)N1CCN(S(=O)(=O)c2ccc(Br)s2)CC1. Results: hERG_inhib (hERG inhibition (general)): blocker. (4) The molecule is c1ccc(Cc2nc3ccccc3n2Cc2ccccc2)cc1. Results: hERG_inhib (hERG inhibition (general)): blocker. (5) The drug is COc1cccc(CN2CCN(CCCc3ccccc3)C(CCO)C2)c1O. Results: hERG_inhib (hERG inhibition (general)): blocker. (6) The molecule is CCOc1ccc(CN(C)CC(=O)NNC(=O)c2ccc(Cl)cc2)cc1OC. Results: hERG_inhib (hERG inhibition (general)): blocker. (7) The drug is COc1ccc2cc(C(=O)C3CCCN(C4CCOCC4)C3)ccc2c1. Results: hERG_inhib (hERG inhibition (general)): blocker. (8) The molecule is O=C(CN1CCN(S(=O)(=O)c2ccc(Cl)c(Cl)c2)CC1)N1CCCCC1. Results: hERG_inhib (hERG inhibition (general)): blocker.